Task: Predict the reaction yield, written as a fraction of the theoretical maximum amount of product (1.0 means a 100% yield; for example, 0.34 means a 34% yield).. Dataset: Reaction yield outcomes from USPTO patents with 853,638 reactions (1) The reactants are [Br:1][C:2]1[CH:7]=[CH:6][C:5]([C:8]([C:10]2[CH:15]=[CH:14][C:13]([O:16]C)=[C:12]([F:18])[CH:11]=2)=[O:9])=[CH:4][CH:3]=1.[Al+3].[Cl-].[Cl-].[Cl-].O. The catalyst is C1C=CC=CC=1. The product is [Br:1][C:2]1[CH:3]=[CH:4][C:5]([C:8]([C:10]2[CH:15]=[CH:14][C:13]([OH:16])=[C:12]([F:18])[CH:11]=2)=[O:9])=[CH:6][CH:7]=1. The yield is 0.980. (2) The yield is 0.190. The reactants are Br[C:2]1[C:3]([CH3:12])=[N:4][C:5]([N+:9]([O-:11])=[O:10])=[CH:6][C:7]=1[CH3:8].[Cl:13][C:14]1[CH:19]=[C:18]([OH:20])[CH:17]=[CH:16][N:15]=1.C([O-])([O-])=O.[K+].[K+].O. The catalyst is CC(N(C)C)=O. The product is [Cl:13][C:14]1[CH:19]=[C:18]([O:20][C:2]2[C:3]([CH3:12])=[N:4][C:5]([N+:9]([O-:11])=[O:10])=[CH:6][C:7]=2[CH3:8])[CH:17]=[CH:16][N:15]=1.